From a dataset of Reaction yield outcomes from USPTO patents with 853,638 reactions. Predict the reaction yield, written as a fraction of the theoretical maximum amount of product (1.0 means a 100% yield; for example, 0.34 means a 34% yield). The reactants are [C:1]([C:3]1[N:8]=[CH:7][C:6]([CH2:9][CH2:10][C:11]2[CH:20]=[C:19]3[C:14]([C:15]([C:25]4[CH:30]=[CH:29][C:28]([O:31][CH3:32])=[CH:27][C:26]=4[F:33])=[CH:16][C:17]([C:21]([O:23]C)=O)=[N:18]3)=[CH:13][CH:12]=2)=[CH:5][CH:4]=1)#[N:2].[NH3:34].CO. The catalyst is CO. The product is [C:1]([C:3]1[N:8]=[CH:7][C:6]([CH2:9][CH2:10][C:11]2[CH:20]=[C:19]3[C:14]([C:15]([C:25]4[CH:30]=[CH:29][C:28]([O:31][CH3:32])=[CH:27][C:26]=4[F:33])=[CH:16][C:17]([C:21]([NH2:34])=[O:23])=[N:18]3)=[CH:13][CH:12]=2)=[CH:5][CH:4]=1)#[N:2]. The yield is 0.679.